Dataset: HIV replication inhibition screening data with 41,000+ compounds from the AIDS Antiviral Screen. Task: Binary Classification. Given a drug SMILES string, predict its activity (active/inactive) in a high-throughput screening assay against a specified biological target. (1) The compound is O=S(=O)(C1=CC(S(=O)(=O)c2ccccc2)COC1)c1ccccc1. The result is 0 (inactive). (2) The compound is CC(=O)N(C(C)=O)c1c(C)cc(-c2ccccc2)oc1=O. The result is 0 (inactive). (3) The molecule is O=C(Cc1ccccc1)Nn1c(-c2ccccc2)nc2ccccc2c1=O. The result is 1 (active). (4) The drug is CCOC(=O)c1nnsc1NC(=O)NCCCCCCn1c(=O)n(CCCCCCNC(=O)Nc2snnc2C(=O)OCC)c(=O)n(CCCCCCNC(=O)Nc2snnc2C(=O)OCC)c1=O. The result is 0 (inactive). (5) The compound is COc1cccc(C2c3cc4c(cc3OC(C)(O)C2C)OCO4)c1O. The result is 0 (inactive). (6) The compound is c1ccc2sc(SCN3CCN(CSc4nc5ccccc5s4)CC3)nc2c1. The result is 0 (inactive).